Task: Regression. Given a peptide amino acid sequence and an MHC pseudo amino acid sequence, predict their binding affinity value. This is MHC class I binding data.. Dataset: Peptide-MHC class I binding affinity with 185,985 pairs from IEDB/IMGT (1) The peptide sequence is LAERFCTEV. The MHC is HLA-A02:01 with pseudo-sequence HLA-A02:01. The binding affinity (normalized) is 0.496. (2) The peptide sequence is YALTVVWLLV. The MHC is HLA-A02:01 with pseudo-sequence HLA-A02:01. The binding affinity (normalized) is 0.400. (3) The peptide sequence is DTWHGFKNM. The MHC is HLA-A02:12 with pseudo-sequence HLA-A02:12. The binding affinity (normalized) is 0.0847. (4) The peptide sequence is YQRPFGGQS. The MHC is HLA-A02:01 with pseudo-sequence HLA-A02:01. The binding affinity (normalized) is 0.0847. (5) The MHC is HLA-B53:01 with pseudo-sequence HLA-B53:01. The peptide sequence is EPSGNNYHI. The binding affinity (normalized) is 0.722. (6) The peptide sequence is IYDYLRLLY. The MHC is HLA-A69:01 with pseudo-sequence HLA-A69:01. The binding affinity (normalized) is 0.0847.